This data is from Forward reaction prediction with 1.9M reactions from USPTO patents (1976-2016). The task is: Predict the product of the given reaction. (1) Given the reactants [Br:1][C:2]1[C:7](O)=[C:6](Br)[CH:5]=[C:4]([CH3:10])[N:3]=1.[O:11]1CCCC1.Cl, predict the reaction product. The product is: [Br:1][C:2]1[CH:7]=[CH:6][C:5]([OH:11])=[C:4]([CH3:10])[N:3]=1. (2) Given the reactants [NH2:1][C:2]1[C:3]2[C:10]([C:11]3[CH:16]=[CH:15][CH:14]=[C:13]([O:17][CH2:18][C:19]45[O:25][CH:22]([CH2:23][CH2:24]4)[CH2:21][CH2:20]5)[CH:12]=3)=[CH:9][N:8]([CH:26]3[CH2:29][CH:28](O)[CH2:27]3)[C:4]=2[N:5]=[CH:6][N:7]=1.[CH:31]([S:33]([CH:36]=[CH2:37])(=[O:35])=[O:34])=[CH2:32].C[N:39](C=O)C, predict the reaction product. The product is: [O:34]=[S:33]1(=[O:35])[CH2:36][CH2:37][N:39]([C@@H:28]2[CH2:27][C@H:26]([N:8]3[C:4]4[N:5]=[CH:6][N:7]=[C:2]([NH2:1])[C:3]=4[C:10]([C:11]4[CH:16]=[CH:15][CH:14]=[C:13]([O:17][CH2:18][C:19]56[O:25][CH:22]([CH2:21][CH2:20]5)[CH2:23][CH2:24]6)[CH:12]=4)=[CH:9]3)[CH2:29]2)[CH2:32][CH2:31]1. (3) Given the reactants [Cl:1][C:2]1[CH:3]=[C:4]([CH:7]=[C:8]([O:10][C:11]2[CH:16]=[C:15]([CH3:17])[NH:14][C:13](=[O:18])[C:12]=2[Cl:19])[CH:9]=1)[C:5]#[N:6].[CH3:20]I, predict the reaction product. The product is: [Cl:1][C:2]1[CH:3]=[C:4]([CH:7]=[C:8]([O:10][C:11]2[CH:16]=[C:15]([CH3:17])[N:14]=[C:13]([O:18][CH3:20])[C:12]=2[Cl:19])[CH:9]=1)[C:5]#[N:6]. (4) Given the reactants O[C:2]1[CH:9]=[CH:8][CH:7]=[CH:6][C:3]=1[CH:4]=[O:5].[CH3:10][C:11]([CH3:13])=[O:12].[OH-].[Na+], predict the reaction product. The product is: [OH:5][C:4]([C:3]1[CH:6]=[CH:7][CH:8]=[CH:9][CH:2]=1)=[CH:10][C:11](=[O:12])[CH:13]=[CH:4][C:3]1[CH:6]=[CH:7][CH:8]=[CH:9][CH:2]=1.